Dataset: Aqueous solubility values for 9,982 compounds from the AqSolDB database. Task: Regression/Classification. Given a drug SMILES string, predict its absorption, distribution, metabolism, or excretion properties. Task type varies by dataset: regression for continuous measurements (e.g., permeability, clearance, half-life) or binary classification for categorical outcomes (e.g., BBB penetration, CYP inhibition). For this dataset (solubility_aqsoldb), we predict Y. (1) The drug is CCCCNc1ccc(C(=O)OCCN(C)C)cc1. The Y is -3.01 log mol/L. (2) The compound is CCCN(CCC)c1c([N+](=O)[O-])cc(C(C)C)cc1[N+](=O)[O-]. The Y is -6.45 log mol/L.